From a dataset of Full USPTO retrosynthesis dataset with 1.9M reactions from patents (1976-2016). Predict the reactants needed to synthesize the given product. (1) Given the product [CH3:31][C:23]([CH3:30])([C:21](=[O:22])[CH2:20][CH3:19])[C@@H:24]([OH:29])[CH2:25][C:26]([OH:28])=[O:27], predict the reactants needed to synthesize it. The reactants are: CC1SC=C(/C=C(/[C@H]2[O:28][C:26](=[O:27])[CH2:25][C@H:24]([OH:29])[C:23]([CH3:31])([CH3:30])[C:21](=[O:22])[C@H:20](C)[C@@H:19](O)[C@@H](C)CCC[C@H]3O[C@H]3C2)\C)N=1.N1CCCCC1.C(Cl)Cl.CC(C)=O. (2) Given the product [NH2:1][C:2](=[O:19])[CH2:3][NH:4][C:5]([C:7]1[CH:8]=[N:9][N:10]2[CH:15]=[C:14]([CH2:21][C:22]3[CH:27]=[C:26]([Cl:28])[CH:25]=[CH:24][C:23]=3[Cl:29])[CH:13]=[N:12][C:11]=12)=[O:6], predict the reactants needed to synthesize it. The reactants are: [NH2:1][C:2](=[O:19])[CH2:3][NH:4][C:5]([C:7]1[CH:8]=[N:9][N:10]2[CH:15]=[C:14](B(O)O)[CH:13]=[N:12][C:11]=12)=[O:6].Br[CH2:21][C:22]1[CH:27]=[C:26]([Cl:28])[CH:25]=[CH:24][C:23]=1[Cl:29].C([O-])([O-])=O.[K+].[K+].CC(O)=O. (3) Given the product [C:25]([O:29][C:6](=[O:15])[NH:3][C:34]1[CH:38]=[CH:39][N:40]=[C:32]([C:30]#[N:31])[CH:33]=1)([CH3:28])([CH3:27])[CH3:26], predict the reactants needed to synthesize it. The reactants are: C([N:3]([CH2:6]C)CC)C.C1C=CC(P(N=[N+]=[N-])(C2C=CC=CC=2)=[O:15])=CC=1.[C:25]([OH:29])([CH3:28])([CH3:27])[CH3:26].[C:30]([C:32]1[CH:33]=[C:34]([CH:38]=[CH:39][N:40]=1)C(O)=O)#[N:31]. (4) Given the product [CH3:21][C:18]1([CH3:20])[C:17]([CH3:22])([CH3:23])[O:16][B:15](/[C:26](/[CH3:27])=[CH:25]/[C:24]([O:29][CH2:30][CH2:31][Si:32]([CH3:34])([CH3:33])[CH3:35])=[O:28])[O:19]1, predict the reactants needed to synthesize it. The reactants are: C1COCC1.[B:15]1([B:15]2[O:19][C:18]([CH3:21])([CH3:20])[C:17]([CH3:23])([CH3:22])[O:16]2)[O:19][C:18]([CH3:21])([CH3:20])[C:17]([CH3:23])([CH3:22])[O:16]1.[C:24]([O:29][CH2:30][CH2:31][Si:32]([CH3:35])([CH3:34])[CH3:33])(=[O:28])[C:25]#[C:26][CH3:27]. (5) Given the product [NH2:24][C@H:29]([C:30]([OH:32])=[O:31])[CH2:44][CH2:42][S:43][CH3:39], predict the reactants needed to synthesize it. The reactants are: O=C[C@@H]([C@H]([C@@H]([C@@H](CO)O)O)O)O.C([N:24]([CH2:29][C:30]([OH:32])=[O:31])CC(O)=O)C[N:24](CC(O)=O)[CH2:29][C:30]([OH:32])=[O:31].[Na+].[Cl-].[Cl-].[Cl-].[Ca+2].C[C:39]1(C)[S:43][C@@H:42]2[C@H:44](NC([C@H](N)C3C=CC=CC=3)=O)C(=O)N2[C@H]1C(O)=O.C1[C@H](N)[C@@H](O[C@H]2O[C@H](CN)[C@@H](O)[C@H](O)[C@H]2O)[C@H](O)[C@@H](O[C@H]2O[C@H](CO)[C@@H](O)[C@H](N)[C@H]2O)[C@@H]1N.CC1[N+](CC2C=NC(C)=NC=2N)=CSC=1CCO. (6) Given the product [CH3:25][N:26]1[CH2:31][CH2:30][N:29]([CH2:15][C:13]2[CH:12]=[CH:11][C:10]3[C:6]([CH2:5][CH2:4][CH2:3][N:2]([CH3:1])[CH3:24])([C:17]4[CH:18]=[CH:19][C:20]([F:23])=[CH:21][CH:22]=4)[O:7][CH2:8][C:9]=3[CH:14]=2)[CH2:28][CH2:27]1, predict the reactants needed to synthesize it. The reactants are: [CH3:1][N:2]([CH3:24])[CH2:3][CH2:4][CH2:5][C:6]1([C:17]2[CH:22]=[CH:21][C:20]([F:23])=[CH:19][CH:18]=2)[C:10]2[CH:11]=[CH:12][C:13]([CH:15]=O)=[CH:14][C:9]=2[CH2:8][O:7]1.[CH3:25][N:26]1[CH2:31][CH2:30][NH:29][CH2:28][CH2:27]1. (7) Given the product [CH3:21][N:22]([CH2:1][C@@H:3]1[CH2:7][CH2:6][CH2:5][C@H:4]1[C:8]1[C:16]2[C:11](=[CH:12][CH:13]=[C:14]([C:17]#[N:18])[CH:15]=2)[NH:10][CH:9]=1)[CH3:23], predict the reactants needed to synthesize it. The reactants are: [CH:1]([C@@H:3]1[CH2:7][CH2:6][CH2:5][C@H:4]1[C:8]1[C:16]2[C:11](=[CH:12][CH:13]=[C:14]([C:17]#[N:18])[CH:15]=2)[NH:10][CH:9]=1)=O.CO.[CH3:21][NH:22][CH3:23].C(O[BH-](OC(=O)C)OC(=O)C)(=O)C.[Na+]. (8) The reactants are: [Cl-].[NH4+].[C:3]([C:5]1[NH:9][CH:8]=[C:7]([C:10]([O:12][CH2:13][CH3:14])=[O:11])[C:6]=1[C:15]1[CH:20]=[CH:19][C:18]([N+:21]([O-])=O)=[C:17]([F:24])[CH:16]=1)#[N:4]. Given the product [NH2:21][C:18]1[CH:19]=[CH:20][C:15]([C:6]2[C:7]([C:10]([O:12][CH2:13][CH3:14])=[O:11])=[CH:8][NH:9][C:5]=2[C:3]#[N:4])=[CH:16][C:17]=1[F:24], predict the reactants needed to synthesize it. (9) Given the product [CH3:30][N:31]([CH2:33][C:34]1[CH:39]=[CH:38][C:37]([C:2]2[N:7]3[CH:8]=[C:9]([CH2:11][N:12]([CH3:23])[CH:13]4[C:22]5[N:21]=[CH:20][CH:19]=[CH:18][C:17]=5[CH2:16][CH2:15][CH2:14]4)[N:10]=[C:6]3[CH:5]=[CH:4][CH:3]=2)=[CH:36][CH:35]=1)[CH3:32], predict the reactants needed to synthesize it. The reactants are: Br[C:2]1[N:7]2[CH:8]=[C:9]([CH2:11][N:12]([CH3:23])[CH:13]3[C:22]4[N:21]=[CH:20][CH:19]=[CH:18][C:17]=4[CH2:16][CH2:15][CH2:14]3)[N:10]=[C:6]2[CH:5]=[CH:4][CH:3]=1.C(=O)([O-])[O-].[K+].[K+].[CH3:30][N:31]([CH2:33][C:34]1[CH:39]=[CH:38][C:37](B2OC(C)(C)C(C)(C)O2)=[CH:36][CH:35]=1)[CH3:32]. (10) Given the product [F:20][C:19]([F:21])([F:22])[O:18][C:15]1[CH:16]=[CH:17][C:12]([N:10]2[CH2:11][CH:7]3[CH2:6][C:5](=[O:1])[CH2:24][CH:8]3[C:9]2=[O:23])=[CH:13][CH:14]=1, predict the reactants needed to synthesize it. The reactants are: [O:1]=[O+][O-].C=[C:5]1[CH2:24][CH:8]2[C:9](=[O:23])[N:10]([C:12]3[CH:17]=[CH:16][C:15]([O:18][C:19]([F:22])([F:21])[F:20])=[CH:14][CH:13]=3)[CH2:11][CH:7]2[CH2:6]1.